This data is from Catalyst prediction with 721,799 reactions and 888 catalyst types from USPTO. The task is: Predict which catalyst facilitates the given reaction. (1) Reactant: Cl[CH2:2][CH2:3][CH2:4][O:5][C:6]1[C:15]2[C:10](=[CH:11][CH:12]=[CH:13][CH:14]=2)[C:9]([NH:16][C:17](=[O:31])[C:18]2[CH:23]=[C:22]([N:24]3[CH2:29][CH2:28][CH2:27][CH2:26][CH2:25]3)[CH:21]=[C:20]([F:30])[CH:19]=2)=[CH:8][CH:7]=1.[NH:32]1[CH2:37][CH2:36][O:35][CH2:34][CH2:33]1. Product: [F:30][C:20]1[CH:19]=[C:18]([CH:23]=[C:22]([N:24]2[CH2:29][CH2:28][CH2:27][CH2:26][CH2:25]2)[CH:21]=1)[C:17]([NH:16][C:9]1[C:10]2[C:15](=[CH:14][CH:13]=[CH:12][CH:11]=2)[C:6]([O:5][CH2:4][CH2:3][CH2:2][N:32]2[CH2:37][CH2:36][O:35][CH2:34][CH2:33]2)=[CH:7][CH:8]=1)=[O:31]. The catalyst class is: 14. (2) Reactant: O=P(Cl)(Cl)[Cl:3].[CH3:6][N:7]([CH3:21])/[CH:8]=[CH:9]/[C:10]([C:12]1[CH:13]=[N:14][N:15]2[CH:20]=[CH:19][CH:18]=[CH:17][C:16]=12)=O.[F:22][P-:23]([F:28])([F:27])([F:26])([F:25])[F:24].[Na+]. Product: [F:22][P-:23]([F:28])([F:27])([F:26])([F:25])[F:24].[Cl:3]/[C:10](/[C:12]1[CH:13]=[N:14][N:15]2[CH:20]=[CH:19][CH:18]=[CH:17][C:16]=12)=[CH:9]\[CH:8]=[N+:7]([CH3:21])[CH3:6]. The catalyst class is: 61. (3) Reactant: [C:1]([CH:5]1[CH2:10][CH2:9][CH:8]([O:11][C:12]2[CH:13]=[C:14]3[C:19](=[CH:20][CH:21]=2)[CH:18]=[C:17]([C:22]2([NH:26]S(C(C)(C)C)=O)[CH2:25][O:24][CH2:23]2)[CH:16]=[CH:15]3)[CH2:7][CH2:6]1)([CH3:4])([CH3:3])[CH3:2].C(Cl)Cl.Cl.CCOCC. Product: [C:1]([C@H:5]1[CH2:10][CH2:9][C@H:8]([O:11][C:12]2[CH:13]=[C:14]3[C:19](=[CH:20][CH:21]=2)[CH:18]=[C:17]([C:22]2([NH2:26])[CH2:23][O:24][CH2:25]2)[CH:16]=[CH:15]3)[CH2:7][CH2:6]1)([CH3:4])([CH3:2])[CH3:3]. The catalyst class is: 244.